This data is from HIV replication inhibition screening data with 41,000+ compounds from the AIDS Antiviral Screen. The task is: Binary Classification. Given a drug SMILES string, predict its activity (active/inactive) in a high-throughput screening assay against a specified biological target. (1) The compound is CCCCCC1OC(=O)C(=C2CCC(CCCC)O2)C(=O)C1O. The result is 0 (inactive). (2) The compound is Cc1cn(C2CCN(CC3COC(C)(C)O3)O2)c(=O)[nH]c1=O. The result is 0 (inactive).